This data is from Catalyst prediction with 721,799 reactions and 888 catalyst types from USPTO. The task is: Predict which catalyst facilitates the given reaction. (1) The catalyst class is: 7. Product: [F:8][C:9]1[C:14]([F:15])=[CH:13][CH:12]=[CH:11][C:10]=1[C@H:16]1[CH2:22][N:21]2[C:23]([CH2:26][C:27]([F:30])([F:28])[F:29])=[CH:24][N:25]=[C:20]2[C@H:19]([NH:31][C:33]([N:45]2[CH2:46][CH2:47][CH:48]([N:51]3[CH2:55][C:54](=[O:56])[NH:53][C:52]3=[O:57])[CH2:49][CH2:50]2)=[O:34])[CH2:18][CH2:17]1. Reactant: C(N(CC)CC)C.[F:8][C:9]1[C:14]([F:15])=[CH:13][CH:12]=[CH:11][C:10]=1[C@H:16]1[CH2:22][N:21]2[C:23]([CH2:26][C:27]([F:30])([F:29])[F:28])=[CH:24][N:25]=[C:20]2[C@H:19]([NH2:31])[CH2:18][CH2:17]1.Cl[C:33](OC1C=CC([N+]([O-])=O)=CC=1)=[O:34].[NH:45]1[CH2:50][CH2:49][CH:48]([N:51]2[CH2:55][C:54](=[O:56])[NH:53][C:52]2=[O:57])[CH2:47][CH2:46]1.C(=O)([O-])[O-].[Na+].[Na+]. (2) Reactant: [Br:1][C:2]1[N:7]=[C:6]([C:8]2[S:12][C:11]([N:13]3[CH2:18][CH2:17][NH:16][C:15](=[O:19])[CH2:14]3)=[N:10][CH:9]=2)[CH:5]=[CH:4][CH:3]=1.[CH3:20]N(C)C=O.[H-].[Na+].CI. Product: [Br:1][C:2]1[N:7]=[C:6]([C:8]2[S:12][C:11]([N:13]3[CH2:18][CH2:17][N:16]([CH3:20])[C:15](=[O:19])[CH2:14]3)=[N:10][CH:9]=2)[CH:5]=[CH:4][CH:3]=1. The catalyst class is: 30. (3) Reactant: [OH:1][C:2]1[CH:7]=[CH:6][C:5]([CH2:8][CH2:9][S:10][CH:11]([CH2:15][C:16]2[CH:21]=[CH:20][C:19]([CH2:22][CH2:23][O:24][C:25]3[CH:30]=[CH:29][C:28]([O:31][S:32]([CH3:35])(=[O:34])=[O:33])=[CH:27][CH:26]=3)=[CH:18][CH:17]=2)[C:12]([OH:14])=[O:13])=[CH:4][CH:3]=1.[CH:36]1[C:45]2[C:40](=[CH:41][CH:42]=[CH:43][CH:44]=2)[CH:39]=[CH:38][C:37]=1[C@@H:46]([NH2:48])[CH3:47]. Product: [CH:36]1[C:45]2[C:40](=[CH:41][CH:42]=[CH:43][CH:44]=2)[CH:39]=[CH:38][C:37]=1[C@@H:46]([NH2:48])[CH3:47].[OH:1][C:2]1[CH:7]=[CH:6][C:5]([CH2:8][CH2:9][S:10][CH:11]([CH2:15][C:16]2[CH:21]=[CH:20][C:19]([CH2:22][CH2:23][O:24][C:25]3[CH:26]=[CH:27][C:28]([O:31][S:32]([CH3:35])(=[O:34])=[O:33])=[CH:29][CH:30]=3)=[CH:18][CH:17]=2)[C:12]([OH:14])=[O:13])=[CH:4][CH:3]=1. The catalyst class is: 8. (4) Reactant: [Br:1][C:2]1[CH:7]=[CH:6][C:5]([O:8][CH3:9])=[CH:4][C:3]=1[OH:10].C(=O)([O-])[O-].[K+].[K+].[CH2:17]([O:24][CH2:25][CH2:26]Br)[C:18]1[CH:23]=[CH:22][CH:21]=[CH:20][CH:19]=1. Product: [Br:1][C:2]1[CH:7]=[CH:6][C:5]([O:8][CH3:9])=[CH:4][C:3]=1[O:10][CH2:26][CH2:25][O:24][CH2:17][C:18]1[CH:23]=[CH:22][CH:21]=[CH:20][CH:19]=1. The catalyst class is: 9. (5) Reactant: C([O:3][C:4](=O)[C@H:5]([O:7][C:8]1[CH:13]=[C:12]([NH:14][S:15]([N:18]2[CH2:23][CH2:22][O:21][CH2:20][CH2:19]2)(=[O:17])=[O:16])[N:11]=[C:10]([S:24][CH2:25][C:26]2[CH:31]=[CH:30][CH:29]=[C:28]([F:32])[C:27]=2[F:33])[N:9]=1)[CH3:6])C.[BH4-].[Li+]. Product: [F:33][C:27]1[C:28]([F:32])=[CH:29][CH:30]=[CH:31][C:26]=1[CH2:25][S:24][C:10]1[N:11]=[C:12]([NH:14][S:15]([N:18]2[CH2:19][CH2:20][O:21][CH2:22][CH2:23]2)(=[O:16])=[O:17])[CH:13]=[C:8]([O:7][C@H:5]([CH3:6])[CH2:4][OH:3])[N:9]=1. The catalyst class is: 1. (6) Reactant: CCN(C(C)C)C(C)C.[OH:10][C:11]1[CH:12]=[CH:13][CH:14]=[C:15]2[C:20]=1[O:19][C:18](=[O:21])[C:17]([C:22]([OH:24])=O)=[CH:16]2.CN(C(ON1N=NC2C=CC=NC1=2)=[N+](C)C)C.F[P-](F)(F)(F)(F)F.[C:49]([O:53][C:54]([N:56]1[C:64]2[C:59](=[CH:60][CH:61]=[CH:62][CH:63]=2)[CH:58]=[C:57]1[C:65]1[CH:70]=[CH:69][CH:68]=[C:67]([NH2:71])[CH:66]=1)=[O:55])([CH3:52])([CH3:51])[CH3:50]. Product: [C:49]([O:53][C:54]([N:56]1[C:64]2[C:59](=[CH:60][CH:61]=[CH:62][CH:63]=2)[CH:58]=[C:57]1[C:65]1[CH:70]=[CH:69][CH:68]=[C:67]([NH:71][C:22]([C:17]2[C:18](=[O:21])[O:19][C:20]3[C:15]([CH:16]=2)=[CH:14][CH:13]=[CH:12][C:11]=3[OH:10])=[O:24])[CH:66]=1)=[O:55])([CH3:52])([CH3:50])[CH3:51]. The catalyst class is: 3.